From a dataset of Full USPTO retrosynthesis dataset with 1.9M reactions from patents (1976-2016). Predict the reactants needed to synthesize the given product. (1) Given the product [CH2:1]([S:8][CH2:17][C:18]([CH:20]1[CH2:22][CH2:21]1)=[O:19])[C:2]1[CH:7]=[CH:6][CH:5]=[CH:4][CH:3]=1, predict the reactants needed to synthesize it. The reactants are: [CH2:1]([SH:8])[C:2]1[CH:7]=[CH:6][CH:5]=[CH:4][CH:3]=1.C(N(CC)CC)C.Br[CH2:17][C:18]([CH:20]1[CH2:22][CH2:21]1)=[O:19]. (2) Given the product [C:11]([C:3]1([OH:9])[C:2](=[CH2:1])[CH:7]2[CH2:8][CH:4]1[CH2:5][CH2:6]2)#[CH:12], predict the reactants needed to synthesize it. The reactants are: [CH2:1]=[C:2]1[CH:7]2[CH2:8][CH:4]([CH2:5][CH2:6]2)[C:3]1=[O:9].O1CC[CH2:12][CH2:11]1. (3) Given the product [CH3:6][O:5][C:3](=[O:4])[CH:2]([C:16]1[CH:17]=[CH:18][C:13]([Br:12])=[CH:14][C:15]=1[N+:20]([O-:22])=[O:21])[C:1]([O:8][CH3:9])=[O:7], predict the reactants needed to synthesize it. The reactants are: [C:1]([O:8][CH3:9])(=[O:7])[CH2:2][C:3]([O:5][CH3:6])=[O:4].[H-].[Na+].[Br:12][C:13]1[CH:18]=[CH:17][C:16](F)=[C:15]([N+:20]([O-:22])=[O:21])[CH:14]=1. (4) Given the product [Br:1][C:2]1[CH:3]=[CH:4][C:5]2[O:9][C:8]3([CH2:15][CH2:14][C:13]4[CH:16]=[CH:17][CH:18]=[CH:19][C:12]=4[CH2:11][CH2:10]3)[C:7](=[N:26][C:25]#[N:24])[C:6]=2[CH:21]=1, predict the reactants needed to synthesize it. The reactants are: [Br:1][C:2]1[CH:3]=[CH:4][C:5]2[O:9][C:8]3([CH2:15][CH2:14][C:13]4[CH:16]=[CH:17][CH:18]=[CH:19][C:12]=4[CH2:11][CH2:10]3)[C:7](=O)[C:6]=2[CH:21]=1.C[Si](C)(C)[N:24]=[C:25]=[N:26][Si](C)(C)C. (5) Given the product [CH3:1][O:2][C@H:3]1[CH2:8][CH2:7][NH:6][CH2:5][C@@H:4]1[CH3:19], predict the reactants needed to synthesize it. The reactants are: [CH3:1][O:2][C@H:3]1[CH2:8][CH2:7][N:6](C(OCC2C=CC=CC=2)=O)[CH2:5][C@@H:4]1[CH3:19].[H][H].